From a dataset of Full USPTO retrosynthesis dataset with 1.9M reactions from patents (1976-2016). Predict the reactants needed to synthesize the given product. (1) Given the product [NH2:8][C@@H:9]1[C:23](=[O:24])[N:22]2[CH2:25][C@H:26]([O:28][C:29]3[N:30]=[C:31]4[C:36](=[C:37]5[C:42]=3[CH:41]=[CH:40][CH:39]=[CH:38]5)[CH:35]=[CH:34][CH:33]=[CH:32]4)[CH2:27][C@H:21]2[C:20](=[O:43])[NH:19][C@:18]2([C:45]([O:47][CH2:48][CH3:49])=[O:46])[CH2:44][C@H:17]2[CH:16]=[CH:15][CH2:14][CH2:13][CH2:12][CH2:11][CH2:10]1.[ClH:50], predict the reactants needed to synthesize it. The reactants are: C(OC([NH:8][C@@H:9]1[C:23](=[O:24])[N:22]2[CH2:25][C@H:26]([O:28][C:29]3[N:30]=[C:31]4[C:36](=[C:37]5[C:42]=3[CH:41]=[CH:40][CH:39]=[CH:38]5)[CH:35]=[CH:34][CH:33]=[CH:32]4)[CH2:27][C@H:21]2[C:20](=[O:43])[NH:19][C@:18]2([C:45]([O:47][CH2:48][CH3:49])=[O:46])[CH2:44][C@H:17]2[CH:16]=[CH:15][CH2:14][CH2:13][CH2:12][CH2:11][CH2:10]1)=O)(C)(C)C.[ClH:50].O1CCOCC1. (2) Given the product [Cl:10][C:11]1[N:16]=[C:15]([NH:9][C:6]2[CH:5]=[C:4]([CH:1]3[CH2:3][CH2:2]3)[NH:8][N:7]=2)[C:14]([Cl:18])=[CH:13][N:12]=1, predict the reactants needed to synthesize it. The reactants are: [CH:1]1([C:4]2[NH:8][N:7]=[C:6]([NH2:9])[CH:5]=2)[CH2:3][CH2:2]1.[Cl:10][C:11]1[N:16]=[C:15](Cl)[C:14]([Cl:18])=[CH:13][N:12]=1.C([O-])([O-])=O.[Na+].[Na+]. (3) Given the product [CH2:2]([N:6]1[CH2:11][CH2:10][N:9]([CH:12]([C:17]2[CH:18]=[CH:19][CH:20]=[CH:21][CH:22]=2)[C:13]([NH:15][NH:16][C:44]([CH:33]2[CH:34]([C:38]3[CH:43]=[CH:42][CH:41]=[CH:40][CH:39]=3)[CH2:35][CH2:36][CH2:37][N:32]2[C:30]([O:29][C:25]([CH3:28])([CH3:27])[CH3:26])=[O:31])=[O:45])=[O:14])[C:8](=[O:23])[C:7]1=[O:24])[CH2:3][CH2:4][CH3:5], predict the reactants needed to synthesize it. The reactants are: [Cl-].[CH2:2]([N:6]1[CH2:11][CH2:10][N:9]([CH:12]([C:17]2[CH:22]=[CH:21][CH:20]=[CH:19][CH:18]=2)[C:13]([NH:15][NH3+:16])=[O:14])[C:8](=[O:23])[C:7]1=[O:24])[CH2:3][CH2:4][CH3:5].[C:25]([O:29][C:30]([N:32]1[CH2:37][CH2:36][CH2:35][CH:34]([C:38]2[CH:43]=[CH:42][CH:41]=[CH:40][CH:39]=2)[CH:33]1[C:44](O)=[O:45])=[O:31])([CH3:28])([CH3:27])[CH3:26].ON1C2C=CC=CC=2N=N1.C(N(C(C)C)CC)(C)C. (4) Given the product [CH3:30][C:26]1[N:27]=[C:28]([CH3:29])[C:23]([OH:22])=[CH:24][N:25]=1, predict the reactants needed to synthesize it. The reactants are: CC(C)([O-])C.[K+].C(S)CCCCCCCCCCC.[Cl-].C[O:22][C:23]1[CH:24]=[N:25][C:26]([CH3:30])=[NH+:27][C:28]=1[CH3:29]. (5) Given the product [CH3:1][O:2][C:3]1[CH:4]=[CH:5][C:6]2[NH:12][C:11](=[O:13])[N:10]([CH:14]3[CH2:19][CH2:18][N:17]([C:22]4[CH:23]=[C:24]([O:28][C:29]5[CH:30]=[C:31]([C:39]([F:40])([F:41])[F:42])[C:32]6[N:36]=[C:35]([CH3:37])[NH:34][C:33]=6[CH:38]=5)[N:25]=[CH:26][N:27]=4)[CH2:16][CH2:15]3)[CH2:9][CH2:8][C:7]=2[CH:20]=1, predict the reactants needed to synthesize it. The reactants are: [CH3:1][O:2][C:3]1[CH:4]=[CH:5][C:6]2[NH:12][C:11](=[O:13])[N:10]([CH:14]3[CH2:19][CH2:18][NH:17][CH2:16][CH2:15]3)[CH2:9][CH2:8][C:7]=2[CH:20]=1.Cl[C:22]1[N:27]=[CH:26][N:25]=[C:24]([O:28][C:29]2[CH:30]=[C:31]([C:39]([F:42])([F:41])[F:40])[C:32]3[N:36]=[C:35]([CH3:37])[NH:34][C:33]=3[CH:38]=2)[CH:23]=1.CCN(C(C)C)C(C)C. (6) Given the product [C:28]([C:23]1[CH:24]=[CH:25][CH:26]=[CH:27][C:22]=1[C:19]1[CH:20]=[CH:21][C:16]([CH2:15][C:12]2[C:13](=[O:14])[N:8]([C:5]3[CH:4]=[CH:3][C:2]([O:1][CH:35]([CH3:39])[C:36]([NH2:38])=[O:37])=[CH:7][CH:6]=3)[C:9]([CH3:33])=[N:10][C:11]=2[CH2:30][CH2:31][CH3:32])=[CH:17][CH:18]=1)#[N:29], predict the reactants needed to synthesize it. The reactants are: [OH:1][C:2]1[CH:7]=[CH:6][C:5]([N:8]2[C:13](=[O:14])[C:12]([CH2:15][C:16]3[CH:21]=[CH:20][C:19]([C:22]4[C:23]([C:28]#[N:29])=[CH:24][CH:25]=[CH:26][CH:27]=4)=[CH:18][CH:17]=3)=[C:11]([CH2:30][CH2:31][CH3:32])[N:10]=[C:9]2[CH3:33])=[CH:4][CH:3]=1.Br[CH:35]([CH3:39])[C:36]([NH2:38])=[O:37].C(=O)([O-])[O-].[Cs+].[Cs+].C(OCC)(=O)C.